Task: Predict which catalyst facilitates the given reaction.. Dataset: Catalyst prediction with 721,799 reactions and 888 catalyst types from USPTO (1) Product: [CH2:1]([N:7]([C:22]1[CH:31]=[CH:30][C:29]2[C:28]([CH3:33])([CH3:32])[CH2:27][CH2:26][C:25]([CH3:34])([CH3:35])[C:24]=2[CH:23]=1)[C:8](=[O:21])[NH:9][C:10]1[CH:20]=[CH:19][C:13]([C:14]([OH:16])=[O:15])=[CH:12][CH:11]=1)[CH2:2][CH2:3][CH2:4][CH2:5][CH3:6]. The catalyst class is: 40. Reactant: [CH2:1]([N:7]([C:22]1[CH:31]=[CH:30][C:29]2[C:28]([CH3:33])([CH3:32])[CH2:27][CH2:26][C:25]([CH3:35])([CH3:34])[C:24]=2[CH:23]=1)[C:8](=[O:21])[NH:9][C:10]1[CH:20]=[CH:19][C:13]([C:14]([O:16]CC)=[O:15])=[CH:12][CH:11]=1)[CH2:2][CH2:3][CH2:4][CH2:5][CH3:6].[OH-].[K+].C1COCC1.Cl. (2) Reactant: NC1C=CC=CC=1NC(=O)/C=C/C1C=CN(S(C2C=CC(C)=CC=2)(=O)=O)C=1.C(OC(=O)[NH:34][C:35]1[CH:40]=[CH:39][CH:38]=[CH:37][C:36]=1[NH:41][C:42](=[O:65])/[CH:43]=[CH:44]/[C:45]1[CH:49]=[CH:48][N:47]([S:50]([C:53]2[CH:58]=[CH:57][C:56]([C:59]3[CH:64]=[CH:63][CH:62]=[CH:61][CH:60]=3)=[CH:55][CH:54]=2)(=[O:52])=[O:51])[CH:46]=1)(C)(C)C.C(O)(C(F)(F)F)=O. Product: [NH2:34][C:35]1[CH:40]=[CH:39][CH:38]=[CH:37][C:36]=1[NH:41][C:42](=[O:65])/[CH:43]=[CH:44]/[C:45]1[CH:49]=[CH:48][N:47]([S:50]([C:53]2[CH:54]=[CH:55][C:56]([C:59]3[CH:64]=[CH:63][CH:62]=[CH:61][CH:60]=3)=[CH:57][CH:58]=2)(=[O:52])=[O:51])[CH:46]=1. The catalyst class is: 2. (3) The catalyst class is: 2. Product: [C:29]([C:17]1[C:18]([C:20]2[CH:21]=[N:22][N:23]3[CH:28]=[CH:27][CH:26]=[CH:25][C:24]=23)=[N:19][C:14]([NH:13][C:11]2[C:10]([O:31][CH3:32])=[CH:9][C:8]([N:33]3[CH2:38][CH2:37][N:36]([CH3:39])[CH2:35][CH2:34]3)=[C:7]([NH:6][C:1](=[O:4])[CH:2]=[CH2:3])[CH:12]=2)=[N:15][CH:16]=1)#[N:30]. Reactant: [C:1](Cl)(=[O:4])[CH:2]=[CH2:3].[NH2:6][C:7]1[C:8]([N:33]2[CH2:38][CH2:37][N:36]([CH3:39])[CH2:35][CH2:34]2)=[CH:9][C:10]([O:31][CH3:32])=[C:11]([NH:13][C:14]2[N:19]=[C:18]([C:20]3[CH:21]=[N:22][N:23]4[CH:28]=[CH:27][CH:26]=[CH:25][C:24]=34)[C:17]([C:29]#[N:30])=[CH:16][N:15]=2)[CH:12]=1.CCN(C(C)C)C(C)C. (4) Reactant: [CH3:1][C:2]1[C:10]2[CH2:9][O:8][C:7](=[O:11])[C:6]=2[CH:5]=[CH:4][C:3]=1[C@@H:12]1[CH2:14][O:13]1.[CH2:15]1[C:19]2([CH2:24][CH2:23][CH2:22][N:21]([C:25]([O:27][C:28]([CH3:31])([CH3:30])[CH3:29])=[O:26])[CH2:20]2)[CH2:18][CH2:17][NH:16]1. Product: [OH:13][C@H:12]([C:3]1[C:2]([CH3:1])=[C:10]2[C:6](=[CH:5][CH:4]=1)[C:7](=[O:11])[O:8][CH2:9]2)[CH2:14][N:16]1[CH2:17][CH2:18][C:19]2([CH2:24][CH2:23][CH2:22][N:21]([C:25]([O:27][C:28]([CH3:31])([CH3:30])[CH3:29])=[O:26])[CH2:20]2)[CH2:15]1. The catalyst class is: 8. (5) Reactant: [NH2:1][C:2]([NH2:4])=[O:3].[C:5]1(=[O:10])[O:9][CH2:8][CH2:7][O:6]1.C(=O)([O-])[O-].[K+:15].[K+].[S:17](=[O:21])(=[O:20])([OH:19])[OH:18]. Product: [S:17](=[O:19])(=[O:18])([OH:21])[OH:20].[C:5](=[O:6])([O-:10])[O-:9].[K+:15].[C:5]1(=[O:10])[O:9][CH2:8][CH2:7][O:6]1.[NH2:1][C:2]([NH2:4])=[O:3].[K+:15]. The catalyst class is: 6.